From a dataset of Full USPTO retrosynthesis dataset with 1.9M reactions from patents (1976-2016). Predict the reactants needed to synthesize the given product. Given the product [Br-:29].[CH2:1]([CH:8]1[CH2:9][CH2:10][N+:11]([CH2:30][C:31]([O:33][CH3:34])=[O:32])([CH2:14][CH2:15][CH2:16][NH:17][C:18]([NH:20][C:21]2[CH:26]=[CH:25][CH:24]=[C:23]([C:27]#[N:28])[CH:22]=2)=[O:19])[CH2:12][CH2:13]1)[C:2]1[CH:7]=[CH:6][CH:5]=[CH:4][CH:3]=1, predict the reactants needed to synthesize it. The reactants are: [CH2:1]([CH:8]1[CH2:13][CH2:12][N:11]([CH2:14][CH2:15][CH2:16][NH:17][C:18]([NH:20][C:21]2[CH:26]=[CH:25][CH:24]=[C:23]([C:27]#[N:28])[CH:22]=2)=[O:19])[CH2:10][CH2:9]1)[C:2]1[CH:7]=[CH:6][CH:5]=[CH:4][CH:3]=1.[Br:29][CH2:30][C:31]([O:33][CH3:34])=[O:32].